From a dataset of Full USPTO retrosynthesis dataset with 1.9M reactions from patents (1976-2016). Predict the reactants needed to synthesize the given product. (1) Given the product [CH2:13]([O:20][CH2:21][N:22]1[C:30]2[C:29]([O:31][CH3:32])=[N:28][CH:27]=[N:26][C:25]=2[C:24]([CH2:33][N:8]([CH2:7][C@H:5]2[CH2:4][O:3][C:2]([CH3:12])([CH3:1])[O:6]2)[CH2:9][CH2:10][OH:11])=[CH:23]1)[C:14]1[CH:19]=[CH:18][CH:17]=[CH:16][CH:15]=1, predict the reactants needed to synthesize it. The reactants are: [CH3:1][C:2]1([CH3:12])[O:6][C@@H:5]([CH2:7][NH:8][CH2:9][CH2:10][OH:11])[CH2:4][O:3]1.[CH2:13]([O:20][CH2:21][N:22]1[C:30]2[C:29]([O:31][CH3:32])=[N:28][CH:27]=[N:26][C:25]=2[C:24]([CH:33]=O)=[CH:23]1)[C:14]1[CH:19]=[CH:18][CH:17]=[CH:16][CH:15]=1.C(O[BH-](OC(=O)C)OC(=O)C)(=O)C.[Na+]. (2) Given the product [F:25][C:19]1[C:20]([F:24])=[CH:21][CH:22]=[CH:23][C:18]=1[C:16]1[N:17]=[C:12]2[CH:11]=[N:10][N:9]([CH2:8][C:5]3[CH:4]=[CH:3][C:2]([C:31]4[CH:32]=[CH:33][C:28]([C:27]([F:38])([F:37])[F:26])=[CH:29][CH:30]=4)=[CH:7][N:6]=3)[CH:14]=[C:13]2[N:15]=1, predict the reactants needed to synthesize it. The reactants are: Br[C:2]1[CH:3]=[CH:4][C:5]([CH2:8][N:9]2[CH:14]=[C:13]3[N:15]=[C:16]([C:18]4[CH:23]=[CH:22][CH:21]=[C:20]([F:24])[C:19]=4[F:25])[N:17]=[C:12]3[CH:11]=[N:10]2)=[N:6][CH:7]=1.[F:26][C:27]([F:38])([F:37])[C:28]1[CH:33]=[CH:32][C:31](B(O)O)=[CH:30][CH:29]=1. (3) The reactants are: [CH2:1]([O:3][C:4]1[CH:5]=[C:6]2[C:11](=[CH:12][CH:13]=1)[N:10]1[CH:14]=[N:15][C:16]([CH2:17][CH:18]3[CH2:23][CH2:22][CH2:21][N:20]([C:24]([O:26][C:27]([CH3:30])([CH3:29])[CH3:28])=[O:25])[C:19]3=[O:31])=[C:9]1[CH2:8][CH2:7]2)[CH3:2].[OH-:32].[Li+].O. Given the product [C:27]([O:26][C:24]([NH:20][CH2:21][CH2:22][CH2:23][CH:18]([CH2:17][C:16]1[N:15]=[CH:14][N:10]2[C:11]3[C:6](=[CH:5][C:4]([O:3][CH2:1][CH3:2])=[CH:13][CH:12]=3)[CH2:7][CH2:8][C:9]=12)[C:19]([OH:31])=[O:32])=[O:25])([CH3:28])([CH3:29])[CH3:30], predict the reactants needed to synthesize it. (4) Given the product [Cl:18][C:19]1[CH:20]=[CH:21][C:22]([CH2:23][N:24]2[CH2:25][CH2:26][CH:27]([NH:30][CH2:4][C@@:2]([OH:3])([CH3:1])[CH2:5][O:6][C:7]3[CH:12]=[CH:11][CH:10]=[CH:9][C:8]=3[CH2:13][C:14]([O:16][CH3:17])=[O:15])[CH2:28][CH2:29]2)=[CH:31][CH:32]=1, predict the reactants needed to synthesize it. The reactants are: [CH3:1][C@@:2]1([CH2:5][O:6][C:7]2[CH:12]=[CH:11][CH:10]=[CH:9][C:8]=2[CH2:13][C:14]([O:16][CH3:17])=[O:15])[CH2:4][O:3]1.[Cl:18][C:19]1[CH:32]=[CH:31][C:22]([CH2:23][N:24]2[CH2:29][CH2:28][CH:27]([NH2:30])[CH2:26][CH2:25]2)=[CH:21][CH:20]=1. (5) Given the product [CH3:19][C:18]1[C:11]([C:8]2[CH:9]=[CH:10][C:5]([OH:4])=[C:6]([CH3:20])[CH:7]=2)=[N:12][N:13]2[CH2:17][CH2:16][O:15][C:14]=12, predict the reactants needed to synthesize it. The reactants are: C([O:4][C:5]1[CH:10]=[CH:9][C:8]([C:11]2[C:18]([CH3:19])=[C:14]3[O:15][CH2:16][CH2:17][N:13]3[N:12]=2)=[CH:7][C:6]=1[CH3:20])(C)C.S(=O)(=O)(O)O. (6) Given the product [Cl:1][C:2]1[CH:3]=[C:4]([C:9]23[CH2:14][CH:13]2[C:12](=[O:15])[CH2:11][CH2:10]3)[CH:5]=[CH:6][C:7]=1[Cl:8], predict the reactants needed to synthesize it. The reactants are: [Cl:1][C:2]1[CH:3]=[C:4]([C:9]23[CH2:14][CH:13]2[CH:12]([OH:15])[CH2:11][CH2:10]3)[CH:5]=[CH:6][C:7]=1[Cl:8].N1C=CC=CC=1.CC(OI1(OC(C)=O)(OC(C)=O)OC(=O)C2C=CC=CC1=2)=O. (7) Given the product [F:16][C:17]1[CH:18]=[C:19]([C:2]2[C:10]3[C:5](=[N:6][CH:7]=[C:8]([NH:11][C:12](=[O:14])[CH3:13])[CH:9]=3)[N:4]([CH3:15])[N:3]=2)[CH:20]=[CH:21][C:22]=1[O:23][CH3:24], predict the reactants needed to synthesize it. The reactants are: I[C:2]1[C:10]2[C:5](=[N:6][CH:7]=[C:8]([NH:11][C:12](=[O:14])[CH3:13])[CH:9]=2)[N:4]([CH3:15])[N:3]=1.[F:16][C:17]1[CH:18]=[C:19](B(O)O)[CH:20]=[CH:21][C:22]=1[O:23][CH3:24].P([O-])([O-])([O-])=O.[K+].[K+].[K+].C1CCC(P(C2C(C3C=CC=CC=3)=CC=CC=2)C2CCCCC2)CC1. (8) Given the product [Br:24][C:25]1[CH:26]=[CH:27][C:28]([OH:46])=[C:29]([C:31]2([CH2:9][OH:22])[C:39]3[C:34](=[CH:35][CH:36]=[CH:37][CH:38]=3)[N:33]([CH2:40][CH2:41][CH2:42][CH2:43][CH3:44])[C:32]2=[O:45])[CH:30]=1, predict the reactants needed to synthesize it. The reactants are: FC1C=CC(O)=C(C2C3C(=CC=CC=3)N(CCCCC)[C:9]2=[O:22])C=1.[Br:24][C:25]1[CH:26]=[CH:27][C:28]([OH:46])=[C:29]([CH:31]2[C:39]3[C:34](=[CH:35][CH:36]=[CH:37][CH:38]=3)[N:33]([CH2:40][CH2:41][CH2:42][CH2:43][CH3:44])[C:32]2=[O:45])[CH:30]=1.